This data is from Reaction yield outcomes from USPTO patents with 853,638 reactions. The task is: Predict the reaction yield, written as a fraction of the theoretical maximum amount of product (1.0 means a 100% yield; for example, 0.34 means a 34% yield). (1) The reactants are Cl[C:2]1[CH:7]=[C:6]([O:8][C:9]2[CH:14]=[CH:13][C:12]([Cl:15])=[CH:11][CH:10]=2)[N:5]=[CH:4][N:3]=1.[CH3:16][O:17][C:18]1[CH:19]=[C:20]([NH2:30])[CH:21]=[CH:22][C:23]=1[N:24]1[CH:28]=[C:27]([CH3:29])[N:26]=[CH:25]1. No catalyst specified. The product is [Cl:15][C:12]1[CH:13]=[CH:14][C:9]([O:8][C:6]2[N:5]=[CH:4][N:3]=[C:2]([NH:30][C:20]3[CH:21]=[CH:22][C:23]([N:24]4[CH:28]=[C:27]([CH3:29])[N:26]=[CH:25]4)=[C:18]([O:17][CH3:16])[CH:19]=3)[CH:7]=2)=[CH:10][CH:11]=1. The yield is 0.180. (2) The reactants are Cl[C:2]1[N:32]=[C:31]([Cl:33])[CH:30]=[CH:29][C:3]=1[C:4]([NH:6][CH2:7][C@H:8]1[CH2:12][CH2:11][CH2:10][N:9]1[C:13](=[O:28])[CH2:14][CH2:15][CH2:16][NH:17][C:18](=[O:27])[O:19][CH2:20][C:21]1[CH:26]=[CH:25][CH:24]=[CH:23][CH:22]=1)=[O:5].[Cl-].Cl.[O:36]1[CH2:41][CH2:40][CH2:39][CH2:38][CH:37]1[CH2:42][CH2:43][NH2:44].C([O-])([O-])=O.[K+].[K+]. The catalyst is CN(C=O)C. The product is [Cl:33][C:31]1[CH:30]=[CH:29][C:3]([C:4]([NH:6][CH2:7][C@H:8]2[CH2:12][CH2:11][CH2:10][N:9]2[C:13](=[O:28])[CH2:14][CH2:15][CH2:16][NH:17][C:18](=[O:27])[O:19][CH2:20][C:21]2[CH:26]=[CH:25][CH:24]=[CH:23][CH:22]=2)=[O:5])=[C:2]([NH:44][CH2:43][CH2:42][CH:37]2[CH2:38][CH2:39][CH2:40][CH2:41][O:36]2)[N:32]=1. The yield is 0.350. (3) The reactants are [C:1]1([C:7](=O)[CH2:8][C:9]2[S:10][CH:11]=[CH:12][N:13]=2)[CH:6]=[CH:5][CH:4]=[CH:3][CH:2]=1.[CH2:15]([O:17][C:18]1[CH:19]=[C:20]([CH:23]=[C:24]([N+:27]([O-:29])=[O:28])[C:25]=1[OH:26])[CH:21]=O)[CH3:16].[NH2:30][C:31]([NH2:33])=[O:32].Cl. The catalyst is CCO.CO.CCOC(C)=O. The product is [CH2:15]([O:17][C:18]1[CH:19]=[C:20]([CH:21]2[C:8]([C:9]3[S:10][CH:11]=[CH:12][N:13]=3)=[C:7]([C:1]3[CH:6]=[CH:5][CH:4]=[CH:3][CH:2]=3)[NH:33][C:31](=[O:32])[NH:30]2)[CH:23]=[C:24]([N+:27]([O-:29])=[O:28])[C:25]=1[OH:26])[CH3:16]. The yield is 0.0340.